This data is from Forward reaction prediction with 1.9M reactions from USPTO patents (1976-2016). The task is: Predict the product of the given reaction. (1) Given the reactants [CH2:1]([NH:3][C:4]([NH:6][C:7]1[CH:12]=[CH:11][C:10]([C:13]2[N:14]=[C:15]([N:23]3[CH2:28][CH2:27][O:26][CH2:25][C@@H:24]3[CH3:29])[C:16]3[CH2:22][CH2:21][NH:20][CH2:19][C:17]=3[N:18]=2)=[CH:9][CH:8]=1)=[O:5])[CH3:2].[CH3:30][N:31]1[CH2:36][CH2:35][C:34](=O)[CH2:33][CH2:32]1, predict the reaction product. The product is: [CH2:1]([NH:3][C:4]([NH:6][C:7]1[CH:8]=[CH:9][C:10]([C:13]2[N:14]=[C:15]([N:23]3[CH2:28][CH2:27][O:26][CH2:25][C@@H:24]3[CH3:29])[C:16]3[CH2:22][CH2:21][N:20]([CH:34]4[CH2:35][CH2:36][N:31]([CH3:30])[CH2:32][CH2:33]4)[CH2:19][C:17]=3[N:18]=2)=[CH:11][CH:12]=1)=[O:5])[CH3:2]. (2) Given the reactants [CH2:1]([O:3][C:4]([C@@H:6]1[CH2:10][CH2:9][CH:8]([CH2:11][CH2:12][Se]C2C=CC=CC=2[N+]([O-])=O)[N:7]1[C:23]([O:25][C:26]([CH3:29])([CH3:28])[CH3:27])=[O:24])=[O:5])[CH3:2].N1C=CC=CC=1.OO, predict the reaction product. The product is: [CH2:1]([O:3][C:4]([C@@H:6]1[CH2:10][CH2:9][CH:8]([CH:11]=[CH2:12])[N:7]1[C:23]([O:25][C:26]([CH3:27])([CH3:29])[CH3:28])=[O:24])=[O:5])[CH3:2]. (3) The product is: [Br:14][CH2:12][C:11]([C:8]1[CH:9]=[CH:10][C:5]2[O:4][CH2:3][CH:2]([CH3:1])[C:6]=2[CH:7]=1)=[O:13]. Given the reactants [CH3:1][CH:2]1[C:6]2[CH:7]=[C:8]([C:11](=[O:13])[CH3:12])[CH:9]=[CH:10][C:5]=2[O:4][CH2:3]1.[Br:14]Br, predict the reaction product.